From a dataset of Forward reaction prediction with 1.9M reactions from USPTO patents (1976-2016). Predict the product of the given reaction. (1) The product is: [Cl:37][C:24]1[CH:23]=[C:22]([NH:21][C:9]2[C:8]3[C:13](=[CH:14][C:15]([O:16][CH2:17][CH2:18][O:19][CH3:20])=[C:6]([NH:5][C:3]([C@@H:2]([NH:1][C:39](=[O:42])[CH:40]=[CH2:41])[CH3:38])=[O:4])[CH:7]=3)[N:12]=[CH:11][N:10]=2)[CH:27]=[CH:26][C:25]=1[O:28][CH2:29][C:30]1[CH:35]=[CH:34][CH:33]=[C:32]([F:36])[CH:31]=1. Given the reactants [NH2:1][C@@H:2]([CH3:38])[C:3]([NH:5][C:6]1[CH:7]=[C:8]2[C:13](=[CH:14][C:15]=1[O:16][CH2:17][CH2:18][O:19][CH3:20])[N:12]=[CH:11][N:10]=[C:9]2[NH:21][C:22]1[CH:27]=[CH:26][C:25]([O:28][CH2:29][C:30]2[CH:35]=[CH:34][CH:33]=[C:32]([F:36])[CH:31]=2)=[C:24]([Cl:37])[CH:23]=1)=[O:4].[C:39](Cl)(=[O:42])[CH:40]=[CH2:41].C(=O)(O)[O-].[Na+], predict the reaction product. (2) Given the reactants [Br:1][C:2]1[CH:3]=[C:4]2[C:8](=[CH:9][CH:10]=1)[C:7](=[O:11])[N:6]([C@H:12]([CH:17](C)C)[C:13]([O:15][CH3:16])=[O:14])[CH2:5]2.BrC1C=CC(C(OC)=O)=C(CBr)C=1.Cl.COC(=O)[C@H](C)N, predict the reaction product. The product is: [Br:1][C:2]1[CH:3]=[C:4]2[C:8](=[CH:9][CH:10]=1)[C:7](=[O:11])[N:6]([C@@H:12]([CH3:17])[C:13]([O:15][CH3:16])=[O:14])[CH2:5]2. (3) Given the reactants ClC1C=CN=C2C=CSC=12.F[C:12]1[CH:32]=[C:31]([N+:33]([O-:35])=[O:34])[CH:30]=[CH:29][C:13]=1[O:14][C:15]1[CH:20]=[CH:19][N:18]=[C:17]2[CH:21]=[C:22](C(N(C)C)=O)[S:23][C:16]=12.[N+](C1C=CC(O)=CC=1)([O-])=O, predict the reaction product. The product is: [N+:33]([C:31]1[CH:30]=[CH:29][C:13]([O:14][C:15]2[CH:20]=[CH:19][N:18]=[C:17]3[CH:21]=[CH:22][S:23][C:16]=23)=[CH:12][CH:32]=1)([O-:35])=[O:34]. (4) Given the reactants [N:1]1([C:7]([C:9]2[N:10]([CH2:21][C:22]([F:25])([F:24])[F:23])[C:11]3[C:16]([CH:17]=2)=[CH:15][C:14]([C:18]([OH:20])=O)=[CH:13][CH:12]=3)=[O:8])[CH2:6][CH2:5][O:4][CH2:3][CH2:2]1.C(N1C=CN=C1)(N1C=CN=C1)=O.[CH:38]([N:41]1[CH2:46][CH2:45][NH:44][CH2:43][CH2:42]1)([CH3:40])[CH3:39], predict the reaction product. The product is: [CH:38]([N:41]1[CH2:46][CH2:45][N:44]([C:18]([C:14]2[CH:15]=[C:16]3[C:11](=[CH:12][CH:13]=2)[N:10]([CH2:21][C:22]([F:23])([F:25])[F:24])[C:9]([C:7]([N:1]2[CH2:6][CH2:5][O:4][CH2:3][CH2:2]2)=[O:8])=[CH:17]3)=[O:20])[CH2:43][CH2:42]1)([CH3:40])[CH3:39]. (5) Given the reactants [N:1]1([C:7]2[N:8]=[C:9]([CH2:14][C:15]([O-:17])=O)[NH:10][C:11](=[O:13])[CH:12]=2)[CH2:6][CH2:5][O:4][CH2:3][CH2:2]1.[Na+].[F:19][C:20]1[CH:28]=[CH:27][CH:26]=[C:25]2[C:21]=1[CH2:22][CH:23]([CH3:29])[NH:24]2.Cl.CN(C)CCCN=C=NCC, predict the reaction product. The product is: [F:19][C:20]1[CH:28]=[CH:27][CH:26]=[C:25]2[C:21]=1[CH2:22][CH:23]([CH3:29])[N:24]2[C:15](=[O:17])[CH2:14][C:9]1[NH:10][C:11](=[O:13])[CH:12]=[C:7]([N:1]2[CH2:2][CH2:3][O:4][CH2:5][CH2:6]2)[N:8]=1. (6) Given the reactants [CH3:1][S:2][C:3]1[CH:8]=[CH:7][C:6]([C:9](=[O:12])[CH2:10][CH3:11])=[CH:5][CH:4]=1.C[Si]([NH-])(C)C.C[Si]([NH-])(C)C.[Na+].[Na+].[F:25][C:26]([F:35])([F:34])[C:27](N1C=CN=C1)=[O:28], predict the reaction product. The product is: [F:35][C:26]([F:25])([F:34])[C:27](=[O:28])[CH:10]([CH3:11])[C:9]([C:6]1[CH:7]=[CH:8][C:3]([S:2][CH3:1])=[CH:4][CH:5]=1)=[O:12]. (7) Given the reactants [C:1]([C:3]1[C:12](I)=[CH:11][C:6]([C:7]([O:9]C)=[O:8])=[C:5]([CH3:14])[CH:4]=1)#[N:2].C(C1C(O)=CC([C:21](OC)=[O:22])=C(C)C=1)#N.C1([OH:35])C=CC=CC=1.IC, predict the reaction product. The product is: [NH2:2][C:1]([C:3]1[C:12]([O:22][CH3:21])=[CH:11][C:6]([C:7]([OH:9])=[O:8])=[C:5]([CH3:14])[CH:4]=1)=[O:35]. (8) Given the reactants [CH2:1]([N:8]1[C@@H:13]2[C@@H:14]([C:16]#[N:17])[CH2:15][C@@:9]1([C:19]1[CH:24]=[CH:23][CH:22]=[CH:21][CH:20]=1)[C:10](=[O:18])[CH:11]=[CH:12]2)[C:2]1[CH:7]=[CH:6][CH:5]=[CH:4][CH:3]=1.C(OCC)(=O)C, predict the reaction product. The product is: [CH2:1]([N:8]1[C@@H:13]2[C@@H:14]([C:16]#[N:17])[CH2:15][C@@:9]1([C:19]1[CH:24]=[CH:23][CH:22]=[CH:21][CH:20]=1)[C:10](=[O:18])[CH2:11][CH2:12]2)[C:2]1[CH:3]=[CH:4][CH:5]=[CH:6][CH:7]=1. (9) The product is: [Cl:1][C:2]1[CH:7]=[C:6]([Cl:8])[CH:5]=[CH:4][C:3]=1[CH2:9][N:10]1[C:11]([OH:31])=[C:12]([C:27]([NH:45][CH2:44][C:43]([F:47])([F:46])[F:42])=[O:28])[C:13]([OH:26])=[C:14]([C:17]([NH:19][CH2:20][C:21]([OH:23])=[O:22])=[O:18])[C:15]1=[O:16]. Given the reactants [Cl:1][C:2]1[CH:7]=[C:6]([Cl:8])[CH:5]=[CH:4][C:3]=1[CH2:9][N:10]1[C:15](=[O:16])[C:14]([C:17]([NH:19][CH2:20][C:21]([O:23]CC)=[O:22])=[O:18])=[C:13]([OH:26])[C:12]([C:27](OC)=[O:28])=[C:11]1[OH:31].C(N(CC)C(C)C)(C)C.Cl.[F:42][C:43]([F:47])([F:46])[CH2:44][NH2:45], predict the reaction product.